The task is: Predict the reactants needed to synthesize the given product.. This data is from Full USPTO retrosynthesis dataset with 1.9M reactions from patents (1976-2016). (1) Given the product [CH3:27][O:28][C:13]([C@H:11]1[CH2:10][CH2:9][CH:8]([C:7]([C:21]2[CH:26]=[CH:25][CH:24]=[CH:23][CH:22]=2)([C:15]2[CH:20]=[CH:19][CH:18]=[CH:17][CH:16]=2)[O:6][SiH2:5][C:1]([CH3:4])([CH3:3])[CH3:2])[O:12]1)=[O:31], predict the reactants needed to synthesize it. The reactants are: [C:1]([SiH2:5][O:6][C:7]([C:21]1[CH:26]=[CH:25][CH:24]=[CH:23][CH:22]=1)([C:15]1[CH:20]=[CH:19][CH:18]=[CH:17][CH:16]=1)[CH:8]1[O:12][C@@H:11]([C:13]#N)[CH2:10][CH2:9]1)([CH3:4])([CH3:3])[CH3:2].[CH3:27][O-:28].[Na+].C[OH:31]. (2) Given the product [Cl:18][C:19]1[CH:24]=[CH:23][CH:22]=[CH:21][C:20]=1[S:25]([N:12]1[C:13]([CH3:17])([CH3:16])[C:14](=[O:15])[N:11]1[CH:2]1[CH:3]2[CH2:4][CH:5]3[CH2:6][CH:7]([CH2:8][CH:1]1[CH2:10]3)[CH2:9]2)(=[O:27])=[O:26], predict the reactants needed to synthesize it. The reactants are: [CH:1]12[CH2:10][CH:5]3[CH2:6][CH:7]([CH2:9][CH:3]([CH2:4]3)[CH:2]1[N:11]1[C:14](=[O:15])[C:13]([CH3:17])([CH3:16])[NH:12]1)[CH2:8]2.[Cl:18][C:19]1[CH:24]=[CH:23][CH:22]=[CH:21][C:20]=1[S:25](Cl)(=[O:27])=[O:26]. (3) Given the product [Br:2][C:3]1[CH:4]=[N:5][N:6]([CH2:8][C:14]([CH2:13][CH2:12][C:11]([F:10])([F:19])[F:20])([C:15]#[N:16])[C:17]#[N:18])[CH:7]=1, predict the reactants needed to synthesize it. The reactants are: Cl.[Br:2][C:3]1[CH:4]=[N:5][N:6]([CH2:8]Cl)[CH:7]=1.[F:10][C:11]([F:20])([F:19])[CH2:12][CH2:13][CH:14]([C:17]#[N:18])[C:15]#[N:16].C(=O)([O-])[O-].[K+].[K+].O.